Dataset: Forward reaction prediction with 1.9M reactions from USPTO patents (1976-2016). Task: Predict the product of the given reaction. (1) Given the reactants Cl[C:2]1[N:7]=[C:6]([N:8]2[CH2:13][CH2:12][O:11][CH2:10][C@@H:9]2[CH3:14])[CH:5]=[CH:4][N:3]=1.[CH2:15]([NH:17][C:18](=[O:35])[NH:19][C:20]1[CH:25]=[CH:24][C:23](B2OC(C)(C)C(C)(C)O2)=[CH:22][CH:21]=1)C.C([O-])([O-])=O.[Na+].[Na+], predict the reaction product. The product is: [CH3:15][NH:17][C:18]([NH:19][C:20]1[CH:25]=[CH:24][C:23]([C:2]2[N:7]=[C:6]([N:8]3[CH2:13][CH2:12][O:11][CH2:10][C@@H:9]3[CH3:14])[CH:5]=[CH:4][N:3]=2)=[CH:22][CH:21]=1)=[O:35]. (2) Given the reactants [K+].[Br-].[CH3:3][C:4]1[S:8][CH:7]=[C:6](/[CH:9]=[C:10](/[C@H:12]2[O:29][C:27](=[O:28])[CH2:26][C@H:25]([OH:30])[C:24]([CH3:32])([CH3:31])[C:22](=[O:23])[C@H:21]([CH3:33])[C@@H:20]([OH:34])[CH2:19][CH2:18][CH2:17][CH2:16][CH:15]=[CH:14][CH2:13]2)\C)[N:5]=1.[CH3:35]C1OC=C(/C=C(/[C@H]2OC(=O)C[C@H](O)C(C)(C)C(=O)[C@H](C)[C@@H](O)[C@@H](C)CCC[C@H]3O[C@H]3C2)\C)N=1.CC1SC=C(/C=C(/[C@H]2OC(=O)C[C@H](O)[C@H](C)C(=O)[C@H](C)[C@@H](O)[C@@H](C)CCCC=CC2)\C)N=1.[CH3:101][OH:102], predict the reaction product. The product is: [CH3:3][C:4]1[S:8][CH:7]=[C:6](/[CH:9]=[C:10](/[C@H:12]2[O:29][C:27](=[O:28])[CH2:26][C@H:25]([OH:30])[C:24]([CH3:32])([CH3:31])[C:22](=[O:23])[C@H:21]([CH3:33])[C@@H:20]([OH:34])[C@@H:19]([CH3:35])[CH2:18][CH2:17][CH2:16][CH:15]=[CH:14][CH2:13]2)\[CH2:101][OH:102])[N:5]=1.